Predict the reaction yield, written as a fraction of the theoretical maximum amount of product (1.0 means a 100% yield; for example, 0.34 means a 34% yield). From a dataset of Reaction yield outcomes from USPTO patents with 853,638 reactions. (1) The reactants are [NH2:1][C:2]1[N:7]=[CH:6][N:5]=[C:4]2[N:8]([CH2:24][CH2:25][NH:26][C:27](=[O:31])[CH2:28][C:29]#[N:30])[N:9]=[C:10]([C:11]3[CH:16]=[CH:15][C:14]([O:17][C:18]4[CH:23]=[CH:22][CH:21]=[CH:20][CH:19]=4)=[CH:13][CH:12]=3)[C:3]=12.[CH2:32]1[CH:34]([CH:35](O)C#N)[CH2:33]1.N1CCCCC1.O. The catalyst is CO. The product is [NH2:1][C:2]1[N:7]=[CH:6][N:5]=[C:4]2[N:8]([CH2:24][CH2:25][NH:26][C:27](=[O:31])[C:28]([C:29]#[N:30])=[CH:35][CH:34]3[CH2:32][CH2:33]3)[N:9]=[C:10]([C:11]3[CH:16]=[CH:15][C:14]([O:17][C:18]4[CH:23]=[CH:22][CH:21]=[CH:20][CH:19]=4)=[CH:13][CH:12]=3)[C:3]=12. The yield is 0.380. (2) The reactants are [OH-].[Na+].[O:3]([CH2:45][CH2:46][O:47][CH2:48][CH2:49][O:50][C:51]1[CH:56]=[CH:55][C:54]([C:57]2[C:58]([CH3:84])=[C:59]([C:66]([C:68]3[CH:69]=[C:70]4[C:75](=[CH:76][CH:77]=3)[NH:74][C:73](=[O:78])[N:72]([CH2:79][C:80]([O-:82])=[O:81])[C:71]4=[O:83])=[O:67])[N:60]3[C:65]=2[CH:64]=[CH:63][CH:62]=[CH:61]3)=[CH:53][CH:52]=1)[CH2:4][CH2:5][O:6][CH2:7][CH2:8][O:9][C:10]1[CH:15]=[CH:14][C:13]([C:16]2[C:17]([CH3:44])=[C:18]([C:25]([C:27]3[CH:28]=[C:29]4[C:34](=[CH:35][CH:36]=3)[NH:33][C:32](=[O:37])[N:31]([CH2:38][C:39]([O:41]C)=[O:40])[C:30]4=[O:43])=[O:26])[N:19]3[C:24]=2[CH:23]=[CH:22][CH:21]=[CH:20]3)=[CH:12][CH:11]=1.Cl. The catalyst is CN1C(=O)CCC1. The product is [O:3]([CH2:45][CH2:46][O:47][CH2:48][CH2:49][O:50][C:51]1[CH:56]=[CH:55][C:54]([C:57]2[C:58]([CH3:84])=[C:59]([C:66]([C:68]3[CH:69]=[C:70]4[C:75](=[CH:76][CH:77]=3)[NH:74][C:73](=[O:78])[N:72]([CH2:79][C:80]([OH:82])=[O:81])[C:71]4=[O:83])=[O:67])[N:60]3[C:65]=2[CH:64]=[CH:63][CH:62]=[CH:61]3)=[CH:53][CH:52]=1)[CH2:4][CH2:5][O:6][CH2:7][CH2:8][O:9][C:10]1[CH:15]=[CH:14][C:13]([C:16]2[C:17]([CH3:44])=[C:18]([C:25]([C:27]3[CH:28]=[C:29]4[C:34](=[CH:35][CH:36]=3)[NH:33][C:32](=[O:37])[N:31]([CH2:38][C:39]([OH:41])=[O:40])[C:30]4=[O:43])=[O:26])[N:19]3[C:24]=2[CH:23]=[CH:22][CH:21]=[CH:20]3)=[CH:12][CH:11]=1. The yield is 0.970. (3) The reactants are [CH3:1][C:2]([CH3:22])([CH3:21])[C:3]#[C:4][C:5]1[CH:10]=[C:9]([N+:11]([O-:13])=[O:12])[C:8]([F:14])=[CH:7][C:6]=1[NH:15]C(=O)CCC.CCCC[N+](CCCC)(CCCC)CCCC.[F-].O. The catalyst is CN(C=O)C. The product is [C:2]([C:3]1[NH:15][C:6]2[C:5]([CH:4]=1)=[CH:10][C:9]([N+:11]([O-:13])=[O:12])=[C:8]([F:14])[CH:7]=2)([CH3:22])([CH3:21])[CH3:1]. The yield is 0.650. (4) The reactants are Br[C:2]1[CH:7]=[CH:6][C:5]([S:8]([CH2:11][CH2:12][O:13][CH2:14][CH3:15])(=[O:10])=[O:9])=[CH:4][CH:3]=1.[CH3:16][C@@H:17]1[CH2:21][CH2:20][CH2:19][N:18]1[CH2:22][CH2:23][C:24]1[CH:29]=[CH:28][C:27](B(O)O)=[CH:26][CH:25]=1. No catalyst specified. The product is [CH2:14]([O:13][CH2:12][CH2:11][S:8]([C:5]1[CH:6]=[CH:7][C:2]([C:27]2[CH:26]=[CH:25][C:24]([CH2:23][CH2:22][N:18]3[CH2:19][CH2:20][CH2:21][C@H:17]3[CH3:16])=[CH:29][CH:28]=2)=[CH:3][CH:4]=1)(=[O:10])=[O:9])[CH3:15]. The yield is 0.130. (5) The reactants are [C:1]([C:5]1[O:9][N:8]=[C:7]([NH:10][C:11]([NH:13][C:14]2[CH:19]=[CH:18][CH:17]=[C:16]([S:20][C:21]3[C:30]4[C:25](=[CH:26][C:27]([O:35][CH3:36])=[C:28]([O:31][CH2:32][CH2:33]Cl)[CH:29]=4)[N:24]=[CH:23][N:22]=3)[CH:15]=2)=[O:12])[CH:6]=1)([CH3:4])([CH3:3])[CH3:2].[OH:37][CH2:38][CH2:39][N:40]1[CH2:45][CH2:44][NH:43][CH2:42][CH2:41]1. No catalyst specified. The product is [C:1]([C:5]1[O:9][N:8]=[C:7]([NH:10][C:11]([NH:13][C:14]2[CH:19]=[CH:18][CH:17]=[C:16]([S:20][C:21]3[C:30]4[C:25](=[CH:26][C:27]([O:35][CH3:36])=[C:28]([O:31][CH2:32][CH2:33][N:43]5[CH2:44][CH2:45][N:40]([CH2:39][CH2:38][OH:37])[CH2:41][CH2:42]5)[CH:29]=4)[N:24]=[CH:23][N:22]=3)[CH:15]=2)=[O:12])[CH:6]=1)([CH3:4])([CH3:3])[CH3:2]. The yield is 0.140. (6) The reactants are [C:1]1([C:7]([CH:9]([C:11]2[CH:16]=[CH:15][CH:14]=[CH:13][CH:12]=2)O)=O)[CH:6]=[CH:5][CH:4]=[CH:3][CH:2]=1.[C:17]([S-:19])#[N:18].[K+].[Cl:21][C:22]1[CH:23]=[C:24]([NH:28][NH2:29])[CH:25]=[CH:26][CH:27]=1.Cl. The catalyst is C(O)(=O)C. The product is [Cl:21][C:22]1[CH:23]=[C:24]([NH:28][N:29]2[C:7]([C:1]3[CH:6]=[CH:5][CH:4]=[CH:3][CH:2]=3)=[C:9]([C:11]3[CH:16]=[CH:15][CH:14]=[CH:13][CH:12]=3)[NH:18][C:17]2=[S:19])[CH:25]=[CH:26][CH:27]=1. The yield is 0.560.